From a dataset of Full USPTO retrosynthesis dataset with 1.9M reactions from patents (1976-2016). Predict the reactants needed to synthesize the given product. (1) Given the product [CH2:3]([NH:4][C:5](=[O:11])[C:6]([O:8][CH2:9][CH3:10])=[O:7])[C:2]([CH3:12])=[O:1], predict the reactants needed to synthesize it. The reactants are: [OH:1][CH:2]([CH3:12])[CH2:3][NH:4][C:5](=[O:11])[C:6]([O:8][CH2:9][CH3:10])=[O:7].CC(OI1(OC(C)=O)(OC(C)=O)OC(=O)C2C=CC=CC1=2)=O. (2) The reactants are: Br[CH2:2][C:3]1[CH:12]=[CH:11][C:6]([C:7]([O:9][CH3:10])=[O:8])=[CH:5][CH:4]=1.[CH3:13][C:14]1[N:19]=[C:18]([OH:20])[CH:17]=[CH:16][CH:15]=1. Given the product [CH3:13][C:14]1[N:19]=[C:18]([O:20][CH2:2][C:3]2[CH:12]=[CH:11][C:6]([C:7]([O:9][CH3:10])=[O:8])=[CH:5][CH:4]=2)[CH:17]=[CH:16][CH:15]=1, predict the reactants needed to synthesize it.